Task: Predict the reactants needed to synthesize the given product.. Dataset: Full USPTO retrosynthesis dataset with 1.9M reactions from patents (1976-2016) (1) The reactants are: [OH:1][CH2:2][CH2:3][O:4][CH2:5][CH2:6][N:7]1[CH2:12][CH2:11][N:10](C(OC(C)(C)C)=O)[CH2:9][CH:8]1[CH2:20][NH:21][C:22](=[O:27])[C:23]([F:26])([F:25])[F:24]. Given the product [F:25][C:23]([F:24])([F:26])[C:22]([NH:21][CH2:20][CH:8]1[CH2:9][NH:10][CH2:11][CH2:12][N:7]1[CH2:6][CH2:5][O:4][CH2:3][CH2:2][OH:1])=[O:27], predict the reactants needed to synthesize it. (2) Given the product [CH3:17][N:20]([CH3:19])[C:2]1[CH:11]=[C:10]2[C:5]([CH2:6][CH2:7][CH:8]([C:12]([O:14][CH3:15])=[O:13])[CH2:9]2)=[CH:4][CH:3]=1, predict the reactants needed to synthesize it. The reactants are: N[C:2]1[CH:11]=[C:10]2[C:5]([CH2:6][CH2:7][CH:8]([C:12]([O:14][CH3:15])=[O:13])[CH2:9]2)=[CH:4][CH:3]=1.Cl.[CH2:17]=O.[C:19]([BH3-])#[N:20].[Na+]. (3) The reactants are: [NH2:1][C:2]1[C:10]([N+:11]([O-:13])=[O:12])=[CH:9][CH:8]=[CH:7][C:3]=1[C:4](O)=[O:5].C[N:15](C)C=O.S(Cl)(Cl)=O. Given the product [NH2:1][C:2]1[C:10]([N+:11]([O-:13])=[O:12])=[CH:9][CH:8]=[CH:7][C:3]=1[C:4]([NH2:15])=[O:5], predict the reactants needed to synthesize it. (4) Given the product [CH3:41][N:25]([C:23](=[O:24])[CH2:22][CH:21]([N:14]1[C:15]2[CH:20]=[CH:19][CH:18]=[CH:17][C:16]=2[N:12]([CH2:11][C:9]2[C:10]3[C:2]([CH3:1])=[CH:3][CH:4]=[CH:5][C:6]=3[S:7][CH:8]=2)[C:13]1=[O:38])[CH2:35][CH2:36][CH3:37])[S:26]([C:29]1[CH:34]=[CH:33][CH:32]=[CH:31][CH:30]=1)(=[O:28])=[O:27], predict the reactants needed to synthesize it. The reactants are: [CH3:1][C:2]1[C:10]2[C:9]([CH2:11][N:12]3[C:16]4[CH:17]=[CH:18][CH:19]=[CH:20][C:15]=4[N:14]([CH:21]([CH2:35][CH2:36][CH3:37])[CH2:22][C:23]([NH:25][S:26]([C:29]4[CH:34]=[CH:33][CH:32]=[CH:31][CH:30]=4)(=[O:28])=[O:27])=[O:24])[C:13]3=[O:38])=[CH:8][S:7][C:6]=2[CH:5]=[CH:4][CH:3]=1.IC.[C:41](=O)([O-])[O-].[Cs+].[Cs+].[NH4+].[Cl-]. (5) Given the product [C:23]([OH:22])(=[O:26])/[CH:25]=[CH:24]/[C:31]([OH:34])=[O:33].[S:1]1[CH:5]=[CH:4][C:3]2[CH:6]=[C:7]([CH:10]3[C:19]4[C:14](=[CH:15][CH:16]=[CH:17][CH:18]=4)[CH2:13][N:12]([CH:23]4[CH2:25][CH2:24]4)[CH2:11]3)[CH:8]=[CH:9][C:2]1=2, predict the reactants needed to synthesize it. The reactants are: [S:1]1[CH:5]=[CH:4][C:3]2[CH:6]=[C:7]([CH:10]3[C:19]4[C:14](=[CH:15][CH:16]=[CH:17][CH:18]=4)[CH2:13][NH:12][CH2:11]3)[CH:8]=[CH:9][C:2]1=2.C([O:22][C:23]1([O:26][Si](C)(C)C)[CH2:25][CH2:24]1)C.[C:31]([OH:34])(=[O:33])C.C([BH3-])#N.[Na+]. (6) Given the product [CH2:28]([NH:27][CH2:26][CH2:25][N:10]1[CH:11]=[C:12]([NH:13][C:14]([C:16]2[CH:17]=[N:18][N:19]3[CH:24]=[CH:23][CH:22]=[N:21][C:20]=23)=[O:15])[C:8]([C:6]2[CH:7]=[C:2]([Cl:1])[CH:3]=[CH:4][C:5]=2[O:32][CH:33]([F:35])[F:34])=[N:9]1)[C:29]1[CH:57]=[CH:56][CH:41]=[CH:42][CH:43]=1, predict the reactants needed to synthesize it. The reactants are: [Cl:1][C:2]1[CH:3]=[CH:4][C:5]([O:32][CH:33]([F:35])[F:34])=[C:6]([C:8]2[C:12]([NH:13][C:14]([C:16]3[CH:17]=[N:18][N:19]4[CH:24]=[CH:23][CH:22]=[N:21][C:20]=34)=[O:15])=[CH:11][N:10]([CH2:25][CH2:26][NH:27][CH2:28][CH2:29]SC)[N:9]=2)[CH:7]=1.BrCCN1[CH:43]=[C:42](NC(C2C=NN3C=CC=NC=23)=O)[C:41]([C:56]2C=C(Cl)C=C[C:57]=2OC(F)F)=N1.C1(CN)C=CC=CC=1.